Predict the reactants needed to synthesize the given product. From a dataset of Full USPTO retrosynthesis dataset with 1.9M reactions from patents (1976-2016). (1) Given the product [I:20][C:17]1[CH:18]=[CH:19][C:14]([C:12]([N:9]2[CH2:10][CH2:11][C@@H:7]([O:6][S:2]([CH3:1])(=[O:4])=[O:3])[CH2:8]2)=[O:13])=[CH:15][CH:16]=1, predict the reactants needed to synthesize it. The reactants are: [CH3:1][S:2](Cl)(=[O:4])=[O:3].[OH:6][C@@H:7]1[CH2:11][CH2:10][N:9]([C:12]([C:14]2[CH:19]=[CH:18][C:17]([I:20])=[CH:16][CH:15]=2)=[O:13])[CH2:8]1.[NH4+].[Cl-]. (2) Given the product [CH:1]([S:4][CH2:5][C:6]1[CH:11]=[CH:10][CH:9]=[CH:8][C:7]=1[NH2:12])([CH3:3])[CH3:2], predict the reactants needed to synthesize it. The reactants are: [CH:1]([S:4][CH2:5][C:6]1[CH:11]=[CH:10][CH:9]=[CH:8][C:7]=1[N+:12]([O-])=O)([CH3:3])[CH3:2].Cl.[Sn]. (3) Given the product [F:8][C:9]1[CH:10]=[C:11]([NH:20][C:21]([C@H:23]2[C:32]3[C:27](=[CH:28][C:29]([O:33][CH3:34])=[CH:30][CH:31]=3)[CH2:26][CH2:25][N:24]2[C:35]([CH:37]2[CH2:40][CH:39]([CH2:41][C:42]([OH:44])=[O:43])[CH2:38]2)=[O:36])=[O:22])[CH:12]=[C:13]([F:19])[C:14]=1[Si:15]([CH3:17])([CH3:18])[CH3:16], predict the reactants needed to synthesize it. The reactants are: C(O)(C(F)(F)F)=O.[F:8][C:9]1[CH:10]=[C:11]([NH:20][C:21]([C@H:23]2[C:32]3[C:27](=[CH:28][C:29]([O:33][CH3:34])=[CH:30][CH:31]=3)[CH2:26][CH2:25][N:24]2[C:35]([CH:37]2[CH2:40][CH:39]([CH2:41][C:42]([O:44]C(C)(C)C)=[O:43])[CH2:38]2)=[O:36])=[O:22])[CH:12]=[C:13]([F:19])[C:14]=1[Si:15]([CH3:18])([CH3:17])[CH3:16].C(=O)([O-])O.[Na+]. (4) Given the product [F:23][C:18]1[CH:19]=[CH:20][CH:21]=[CH:22][C:17]=1[N:14]1[C:7]([CH2:6][CH2:5][CH2:4][CH2:3][O:2][CH3:1])=[C:8]([C:9]([OH:11])=[O:10])[N:16]=[N:15]1, predict the reactants needed to synthesize it. The reactants are: [CH3:1][O:2][CH2:3][CH2:4][CH2:5][CH2:6][C:7](=O)[CH2:8][C:9]([O:11]C)=[O:10].[N:14]([C:17]1[CH:22]=[CH:21][CH:20]=[CH:19][C:18]=1[F:23])=[N+:15]=[N-:16].CO.C[O-].[Na+].[OH-].[Na+]. (5) Given the product [Cl:18][CH2:16][C:10](=[O:12])[CH2:9][C:8]1[C:4]2[CH:3]=[C:2]([Cl:1])[CH:14]=[CH:13][C:5]=2[S:6][CH:7]=1, predict the reactants needed to synthesize it. The reactants are: [Cl:1][C:2]1[CH:14]=[CH:13][C:5]2[S:6][CH:7]=[C:8]([CH2:9][C:10]([OH:12])=O)[C:4]=2[CH:3]=1.C(Cl)(=O)[C:16]([Cl:18])=O.[N+](=C)=[N-].Cl. (6) Given the product [Br-:9].[Br-:9].[CH2:1]([CH:4]([NH2+:8][CH2:10][CH2:11][CH2:12][CH2:13][CH2:14][CH2:15][CH2:16][CH2:17][CH2:18][CH2:19][NH2+:8][CH:4]([CH2:5][CH:6]=[CH2:7])[CH2:1][CH:2]=[CH2:3])[CH2:5][CH:6]=[CH2:7])[CH:2]=[CH2:3], predict the reactants needed to synthesize it. The reactants are: [CH2:1]([CH:4]([NH2:8])[CH2:5][CH:6]=[CH2:7])[CH:2]=[CH2:3].[Br:9][CH2:10][CH2:11][CH2:12][CH2:13][CH2:14][CH2:15][CH2:16][CH2:17][CH2:18][CH2:19]Br. (7) Given the product [C:1]([C:5]1[N:13]=[C:12]2[C:8]([N:9]=[CH:10][NH:11]2)=[C:7]([N:15]2[CH2:19][CH2:18][C@H:17]([NH:20][C:21](=[O:23])[CH3:22])[CH2:16]2)[N:6]=1)([CH3:4])([CH3:3])[CH3:2], predict the reactants needed to synthesize it. The reactants are: [C:1]([C:5]1[N:13]=[C:12]2[C:8]([N:9]=[CH:10][NH:11]2)=[C:7](Cl)[N:6]=1)([CH3:4])([CH3:3])[CH3:2].[NH:15]1[CH2:19][CH2:18][C@H:17]([NH:20][C:21](=[O:23])[CH3:22])[CH2:16]1.CCN(C(C)C)C(C)C.